This data is from Catalyst prediction with 721,799 reactions and 888 catalyst types from USPTO. The task is: Predict which catalyst facilitates the given reaction. (1) Reactant: [CH3:1][C:2]1[N:7]=[C:6]([CH2:8][OH:9])[CH:5]=[CH:4][CH:3]=1.[H-].[Na+].Cl[C:13]1[CH:22]=[C:21]([C:23]2[CH:24]=[N:25][CH:26]=[CH:27][CH:28]=2)[C:20]2[CH2:19][CH2:18][CH2:17][CH2:16][C:15]=2[N:14]=1.O. Product: [CH3:1][C:2]1[N:7]=[C:6]([CH2:8][O:9][C:13]2[CH:22]=[C:21]([C:23]3[CH:24]=[N:25][CH:26]=[CH:27][CH:28]=3)[C:20]3[CH2:19][CH2:18][CH2:17][CH2:16][C:15]=3[N:14]=2)[CH:5]=[CH:4][CH:3]=1. The catalyst class is: 148. (2) Reactant: [CH2:1]([O:4][CH2:5][CH2:6][O:7][C:8]1[CH:13]=[CH:12][C:11]([OH:14])=[CH:10][CH:9]=1)[CH2:2][CH3:3].[OH-].[Na+].[CH2:17]([CH:19]1[O:21][CH2:20]1)Cl. Product: [CH2:1]([O:4][CH2:5][CH2:6][O:7][C:8]1[CH:9]=[CH:10][C:11]([O:14][CH2:17][CH:19]2[CH2:20][O:21]2)=[CH:12][CH:13]=1)[CH2:2][CH3:3]. The catalyst class is: 6. (3) Reactant: [C:1]([O:5][C:6]([N:8]1[CH2:13][CH2:12][C:11](=[O:14])[CH2:10][CH2:9]1)=[O:7])([CH3:4])([CH3:3])[CH3:2].C([N-]C(C)C)(C)C.[Li+].C1C=CC(N([S:30]([C:33]([F:36])([F:35])[F:34])(=[O:32])=[O:31])[S:30]([C:33]([F:36])([F:35])[F:34])(=[O:32])=[O:31])=CC=1. Product: [C:1]([O:5][C:6]([N:8]1[CH2:9][CH:10]=[C:11]([O:14][S:30]([C:33]([F:36])([F:35])[F:34])(=[O:32])=[O:31])[CH2:12][CH2:13]1)=[O:7])([CH3:4])([CH3:2])[CH3:3]. The catalyst class is: 7. (4) Reactant: [Cl:1][C:2]1[CH:7]=[C:6]([Cl:8])[CH:5]=[CH:4][C:3]=1[CH2:9][N:10]1[CH:14]=[CH:13][C:12]([NH2:15])=[N:11]1.C(N(CC)CC)C.[F:23][C:24]1[CH:32]=[CH:31][CH:30]=[C:29]([F:33])[C:25]=1[C:26](Cl)=[O:27]. Product: [Cl:1][C:2]1[CH:7]=[C:6]([Cl:8])[CH:5]=[CH:4][C:3]=1[CH2:9][N:10]1[CH:14]=[CH:13][C:12]([NH:15][C:26](=[O:27])[C:25]2[C:24]([F:23])=[CH:32][CH:31]=[CH:30][C:29]=2[F:33])=[N:11]1. The catalyst class is: 4. (5) Reactant: [CH3:1][O:2][C:3]1[CH:8]=[C:7]([N+:9]([O-])=O)[CH:6]=[CH:5][C:4]=1[NH:12][CH2:13][C:14]1[CH:19]=[CH:18][C:17]([O:20][CH3:21])=[CH:16][CH:15]=1.O.O.[Cl-].[Ca+2].[Cl-].CCO. Product: [NH2:9][C:7]1[CH:6]=[CH:5][C:4]([NH:12][CH2:13][C:14]2[CH:19]=[CH:18][C:17]([O:20][CH3:21])=[CH:16][CH:15]=2)=[C:3]([O:2][CH3:1])[CH:8]=1. The catalyst class is: 739. (6) Product: [OH:43][CH2:42][CH2:41][NH:40][C:7]1[N:8]=[C:3]([NH:2][CH3:1])[C:4]2[C:15]([C:16]3[CH:21]=[CH:20][CH:19]=[CH:18][CH:17]=3)=[C:14]([C:22]3[CH:23]=[CH:24][C:25]([C:28]4([NH:32][C:33](=[O:39])[O:34][C:35]([CH3:37])([CH3:38])[CH3:36])[CH2:29][CH2:30][CH2:31]4)=[CH:26][CH:27]=3)[O:13][C:5]=2[N:6]=1. Reactant: [CH3:1][NH:2][C:3]1[C:4]2[C:15]([C:16]3[CH:21]=[CH:20][CH:19]=[CH:18][CH:17]=3)=[C:14]([C:22]3[CH:27]=[CH:26][C:25]([C:28]4([NH:32][C:33](=[O:39])[O:34][C:35]([CH3:38])([CH3:37])[CH3:36])[CH2:31][CH2:30][CH2:29]4)=[CH:24][CH:23]=3)[O:13][C:5]=2[N:6]=[C:7](S(C)(=O)=O)[N:8]=1.[NH2:40][CH2:41][CH2:42][OH:43].FC(F)(F)C1C=CC=CC=1. The catalyst class is: 1. (7) Reactant: [C:1]([C:4]1[N:5]=[C:6]([N:9]2[CH2:14][CH2:13][CH:12]([OH:15])[CH2:11][CH2:10]2)[S:7][CH:8]=1)(=[O:3])[NH2:2].[CH3:16][S:17](Cl)(=[O:19])=[O:18].C(N(CC)CC)C.CO. Product: [C:1]([C:4]1[N:5]=[C:6]([N:9]2[CH2:10][CH2:11][CH:12]([O:15][S:17]([CH3:16])(=[O:19])=[O:18])[CH2:13][CH2:14]2)[S:7][CH:8]=1)(=[O:3])[NH2:2]. The catalyst class is: 2. (8) Reactant: [F:1][C:2]1[CH:7]=[CH:6][CH:5]=[C:4]([F:8])[C:3]=1[N:9]1[C:13]([C:14]([O:16][CH2:17][CH3:18])=[O:15])=[CH:12][N:11]=[CH:10]1.[Cl:19]N1C(=O)CCC1=O. Product: [Cl:19][C:12]1[N:11]=[CH:10][N:9]([C:3]2[C:2]([F:1])=[CH:7][CH:6]=[CH:5][C:4]=2[F:8])[C:13]=1[C:14]([O:16][CH2:17][CH3:18])=[O:15]. The catalyst class is: 10.